Dataset: Peptide-MHC class I binding affinity with 185,985 pairs from IEDB/IMGT. Task: Regression. Given a peptide amino acid sequence and an MHC pseudo amino acid sequence, predict their binding affinity value. This is MHC class I binding data. (1) The peptide sequence is FEFTSFFYR. The MHC is HLA-A11:01 with pseudo-sequence HLA-A11:01. The binding affinity (normalized) is 0.338. (2) The peptide sequence is QINELHHSK. The MHC is HLA-B07:02 with pseudo-sequence HLA-B07:02. The binding affinity (normalized) is 0.0847. (3) The binding affinity (normalized) is 0.774. The MHC is HLA-A02:01 with pseudo-sequence HLA-A02:01. The peptide sequence is FLHDVENFL.